From a dataset of Forward reaction prediction with 1.9M reactions from USPTO patents (1976-2016). Predict the product of the given reaction. (1) Given the reactants C([O:3][C:4](=[O:20])[C@@H:5]([O:18][CH3:19])[CH2:6][C:7]1[CH:12]=[CH:11][C:10]([O:13][CH2:14][C:15]([OH:17])=O)=[CH:9][CH:8]=1)C.[C:21]([C:25]1[S:29][C:28]([NH2:30])=[N:27][N:26]=1)([CH3:24])([CH3:23])[CH3:22].C(O[C@@H](CC1C=CC(O[C@@H](C(=O)NCCC2C=CC(OC3C=CC=CC=3)=CC=2)C)=CC=1)C(O)=O)C, predict the reaction product. The product is: [C:21]([C:25]1[S:29][C:28]([NH:30][C:15]([CH2:14][O:13][C:10]2[CH:9]=[CH:8][C:7]([CH2:6][C@H:5]([O:18][CH3:19])[C:4]([OH:3])=[O:20])=[CH:12][CH:11]=2)=[O:17])=[N:27][N:26]=1)([CH3:24])([CH3:23])[CH3:22]. (2) Given the reactants [Mg].Br[C:3]1[CH:8]=[CH:7][C:6]([C:9]([F:12])([F:11])[F:10])=[CH:5][CH:4]=1.II.[Br:15][C:16]1[C:21]([CH:22]=[O:23])=[CH:20][N:19]=[CH:18][CH:17]=1, predict the reaction product. The product is: [Br:15][C:16]1[CH:17]=[CH:18][N:19]=[CH:20][C:21]=1[CH:22]([C:3]1[CH:8]=[CH:7][C:6]([C:9]([F:12])([F:11])[F:10])=[CH:5][CH:4]=1)[OH:23]. (3) Given the reactants [Cl:1][C:2]1[CH:7]=[CH:6][C:5]([C:8]2[C:13]([CH3:14])=[N:12][NH:11][C:10](=O)[C:9]=2[C:16]2[C:21]([F:22])=[CH:20][CH:19]=[CH:18][N:17]=2)=[CH:4][CH:3]=1.P(Cl)(Cl)([Cl:25])=O, predict the reaction product. The product is: [Cl:25][C:10]1[N:11]=[N:12][C:13]([CH3:14])=[C:8]([C:5]2[CH:6]=[CH:7][C:2]([Cl:1])=[CH:3][CH:4]=2)[C:9]=1[C:16]1[C:21]([F:22])=[CH:20][CH:19]=[CH:18][N:17]=1. (4) Given the reactants [CH3:1][C@@H:2]1[CH2:7][CH2:6][C@H:5]([NH:8][C:9]2[N:10]=[CH:11][C:12]3[C:17]([CH:18]=2)=[CH:16][CH:15]=[C:14]([CH:19]=[O:20])[CH:13]=3)[CH2:4][CH2:3]1.C1C(=O)N([Cl:28])C(=O)C1.C(O)(C(F)(F)F)=O, predict the reaction product. The product is: [Cl:28][C:18]1[C:17]2[C:12](=[CH:13][C:14]([CH:19]=[O:20])=[CH:15][CH:16]=2)[CH:11]=[N:10][C:9]=1[NH:8][C@H:5]1[CH2:4][CH2:3][C@@H:2]([CH3:1])[CH2:7][CH2:6]1. (5) The product is: [C:1]([C:3]1[C:4]([C:20]2[CH:25]=[CH:24][C:23]([O:26][C:27]3[CH:32]=[CH:31][CH:30]=[CH:29][CH:28]=3)=[CH:22][CH:21]=2)=[N:5][N:6]2[C:11]([CH2:12][N:13]([CH3:33])[C:14](=[O:19])[C:15]([F:16])([F:17])[F:18])=[CH:10][CH:9]=[N:8][C:7]=12)#[N:2]. Given the reactants [C:1]([C:3]1[C:4]([C:20]2[CH:25]=[CH:24][C:23]([O:26][C:27]3[CH:32]=[CH:31][CH:30]=[CH:29][CH:28]=3)=[CH:22][CH:21]=2)=[N:5][N:6]2[C:11]([CH2:12][NH:13][C:14](=[O:19])[C:15]([F:18])([F:17])[F:16])=[CH:10][CH:9]=[N:8][C:7]=12)#[N:2].[C:33]([O-])([O-])=O.[K+].[K+].CI, predict the reaction product. (6) Given the reactants [CH2:1]([CH:3]([CH2:7][CH2:8][CH2:9][CH3:10])[CH2:4][Mg]Br)[CH3:2].[Cl-:11].[Zn+2:12].[Cl-], predict the reaction product. The product is: [Cl-:11].[CH2:1]([CH:3]([CH2:7][CH2:8][CH2:9][CH3:10])[CH2:4][Zn+:12])[CH3:2].